Dataset: hERG Central: cardiac toxicity at 1µM, 10µM, and general inhibition. Task: Predict hERG channel inhibition at various concentrations. (1) The compound is O=C(C1CCCN1S(=O)(=O)c1cccc2nsnc12)N1CCN(c2ccccc2)CC1. Results: hERG_inhib (hERG inhibition (general)): blocker. (2) The molecule is C=CCNC(=S)/N=C/c1c(O)[nH]c(=O)[nH]c1=O. Results: hERG_inhib (hERG inhibition (general)): blocker. (3) The molecule is C=CCn1c(SCc2nc3c(c(=O)[nH]c(=O)n3CCCC)n2CCC)nnc1-c1ccccc1. Results: hERG_inhib (hERG inhibition (general)): blocker.